From a dataset of Peptide-MHC class II binding affinity with 134,281 pairs from IEDB. Regression. Given a peptide amino acid sequence and an MHC pseudo amino acid sequence, predict their binding affinity value. This is MHC class II binding data. (1) The peptide sequence is GIKQLQARVLAVERYLK. The MHC is HLA-DPA10201-DPB11401 with pseudo-sequence HLA-DPA10201-DPB11401. The binding affinity (normalized) is 0.489. (2) The peptide sequence is GELQIVAKIDAAFKI. The MHC is DRB5_0101 with pseudo-sequence DRB5_0101. The binding affinity (normalized) is 0.797. (3) The peptide sequence is LFTIRQEMASRGLWD. The MHC is DRB1_0404 with pseudo-sequence DRB1_0404. The binding affinity (normalized) is 0.872. (4) The peptide sequence is INEPTAFAIAYGLDR. The MHC is HLA-DQA10501-DQB10301 with pseudo-sequence HLA-DQA10501-DQB10301. The binding affinity (normalized) is 0.529. (5) The peptide sequence is GFFTSVGKGIHTVFG. The MHC is DRB1_0405 with pseudo-sequence DRB1_0405. The binding affinity (normalized) is 0.165. (6) The peptide sequence is TATAAVGAATGAATA. The MHC is DRB1_1001 with pseudo-sequence DRB1_1001. The binding affinity (normalized) is 0.166. (7) The peptide sequence is INLIIHYVDRPGALG. The MHC is DRB1_0405 with pseudo-sequence DRB1_0405. The binding affinity (normalized) is 0.567. (8) The peptide sequence is GLLFRRLTSREILLL. The MHC is DRB1_0701 with pseudo-sequence DRB1_0701. The binding affinity (normalized) is 1.00.